This data is from Full USPTO retrosynthesis dataset with 1.9M reactions from patents (1976-2016). The task is: Predict the reactants needed to synthesize the given product. (1) Given the product [CH2:32]([NH:34][C:35]([NH:1][C:2]1[N:11]=[CH:10][C:9]2[C:4](=[CH:5][CH:6]=[C:7]([C:12]3[CH:13]=[C:14]([CH:28]=[CH:29][C:30]=3[CH3:31])[C:15]([NH:17][C:18]3[CH:23]=[CH:22][CH:21]=[C:20]([C:24]([F:27])([F:25])[F:26])[CH:19]=3)=[O:16])[CH:8]=2)[N:3]=1)=[O:36])[CH3:33], predict the reactants needed to synthesize it. The reactants are: [NH2:1][C:2]1[N:11]=[CH:10][C:9]2[C:4](=[CH:5][CH:6]=[C:7]([C:12]3[CH:13]=[C:14]([CH:28]=[CH:29][C:30]=3[CH3:31])[C:15]([NH:17][C:18]3[CH:23]=[CH:22][CH:21]=[C:20]([C:24]([F:27])([F:26])[F:25])[CH:19]=3)=[O:16])[CH:8]=2)[N:3]=1.[CH2:32]([N:34]=[C:35]=[O:36])[CH3:33]. (2) Given the product [Br:1][C:2]1[CH:7]=[CH:6][C:5]([C:8]2[CH:13]=[CH:12][C:11]([CH:14]([N:18]3[CH2:22][CH2:21][CH2:20][CH2:19]3)[CH3:15])=[CH:10][CH:9]=2)=[C:4]([F:17])[CH:3]=1, predict the reactants needed to synthesize it. The reactants are: [Br:1][C:2]1[CH:7]=[CH:6][C:5]([C:8]2[CH:13]=[CH:12][C:11]([C:14](=O)[CH3:15])=[CH:10][CH:9]=2)=[C:4]([F:17])[CH:3]=1.[NH:18]1[CH2:22][CH2:21][CH2:20][CH2:19]1.[BH4-].[Na+]. (3) Given the product [Cl:14][C:4]1[N:5]=[C:6]([CH3:13])[C:7]2[C:8](=[O:9])[NH:16][NH:17][C:2]=2[CH:3]=1, predict the reactants needed to synthesize it. The reactants are: Cl[C:2]1[C:7]([C:8](OCC)=[O:9])=[C:6]([CH3:13])[N:5]=[C:4]([Cl:14])[CH:3]=1.O.[NH2:16][NH2:17]. (4) Given the product [CH2:11]([C:8]1[CH:9]=[CH:10][C:5]([S:2]([CH3:1])(=[O:3])=[O:4])=[CH:6][C:7]=1[NH2:13])[CH3:12], predict the reactants needed to synthesize it. The reactants are: [CH3:1][S:2]([C:5]1[CH:10]=[CH:9][C:8]([CH:11]=[CH2:12])=[C:7]([N+:13]([O-])=O)[CH:6]=1)(=[O:4])=[O:3].CCOC(C)=O. (5) Given the product [CH:13]1([C:18]([C:20]2[CH:21]=[C:22]([C@@H:26]([CH3:30])[C:27]([NH:35][S:32]([CH3:31])(=[O:34])=[O:33])=[O:28])[CH:23]=[CH:24][CH:25]=2)=[O:19])[CH2:17][CH2:16][CH2:15][CH2:14]1, predict the reactants needed to synthesize it. The reactants are: C(N1C=CN=C1)(N1C=CN=C1)=O.[CH:13]1([C:18]([C:20]2[CH:21]=[C:22]([C@@H:26]([CH3:30])[C:27](O)=[O:28])[CH:23]=[CH:24][CH:25]=2)=[O:19])[CH2:17][CH2:16][CH2:15][CH2:14]1.[CH3:31][S:32]([NH2:35])(=[O:34])=[O:33].C1CCN2C(=NCCC2)CC1.